The task is: Predict the reactants needed to synthesize the given product.. This data is from Full USPTO retrosynthesis dataset with 1.9M reactions from patents (1976-2016). (1) Given the product [C:23]([O:22][C:20]([N:17]1[CH2:16][CH2:15][N:14]([C:11]2[CH:12]=[CH:13][C:8]([C:6]3[O:5][N:4]=[C:2]([CH3:3])[N:1]=3)=[CH:9][C:10]=2[F:27])[CH2:19][CH2:18]1)=[O:21])([CH3:24])([CH3:26])[CH3:25], predict the reactants needed to synthesize it. The reactants are: [NH2:1]/[C:2](=[N:4]\[O:5][C:6]([C:8]1[CH:13]=[CH:12][C:11]([N:14]2[CH2:19][CH2:18][N:17]([C:20]([O:22][C:23]([CH3:26])([CH3:25])[CH3:24])=[O:21])[CH2:16][CH2:15]2)=[C:10]([F:27])[CH:9]=1)=O)/[CH3:3].N(CC)(CC)CC.Cl. (2) Given the product [CH2:1]([O:5][CH2:6][CH2:7][O:8][C:9]1[CH:10]=[CH:11][C:12]([C:15]2[CH:16]=[CH:17][C:18]3[N:24]([CH2:25][CH:26]([CH3:27])[CH3:28])[CH2:23][CH2:22][C:21]([C:29]([NH:31][C:32]4[CH:33]=[CH:34][C:35]([S:38]([CH2:39][C:40]5[N:45]=[C:44]([CH3:46])[CH:43]=[C:42]([CH3:47])[N:41]=5)=[O:57])=[CH:36][CH:37]=4)=[O:30])=[CH:20][C:19]=3[CH:48]=2)=[CH:13][CH:14]=1)[CH2:2][CH2:3][CH3:4], predict the reactants needed to synthesize it. The reactants are: [CH2:1]([O:5][CH2:6][CH2:7][O:8][C:9]1[CH:14]=[CH:13][C:12]([C:15]2[CH:16]=[CH:17][C:18]3[N:24]([CH2:25][CH:26]([CH3:28])[CH3:27])[CH2:23][CH2:22][C:21]([C:29]([NH:31][C:32]4[CH:37]=[CH:36][C:35]([S:38][CH2:39][C:40]5[N:45]=[C:44]([CH3:46])[CH:43]=[C:42]([CH3:47])[N:41]=5)=[CH:34][CH:33]=4)=[O:30])=[CH:20][C:19]=3[CH:48]=2)=[CH:11][CH:10]=1)[CH2:2][CH2:3][CH3:4].ClC1C=CC=C(C(OO)=[O:57])C=1.S([O-])([O-])(=O)=S.[Na+].[Na+]. (3) Given the product [OH:17][C:18]1[CH:27]=[CH:26][C:25]2[C:20](=[CH:21][CH:22]=[CH:23][CH:24]=2)[C:19]=1[CH:28]=[N:14][NH:13][C:12]([NH:11][C:8]1[CH:7]=[CH:6][C:5]([S:1]([OH:4])(=[O:2])=[O:3])=[CH:10][CH:9]=1)=[S:15], predict the reactants needed to synthesize it. The reactants are: [S:1]([C:5]1[CH:10]=[CH:9][C:8]([NH:11][C:12](=[S:15])[NH:13][NH2:14])=[CH:7][CH:6]=1)([OH:4])(=[O:3])=[O:2].[Na].[OH:17][C:18]1[CH:27]=[CH:26][C:25]2[C:20](=[CH:21][CH:22]=[CH:23][CH:24]=2)[C:19]=1[CH:28]=O. (4) Given the product [Br:25][C:22]1[CH:23]=[CH:24][C:19]([O:15][CH2:14][CH:11]2[CH2:12][CH2:13][N:8]([C:1]([O:3][C:4]([CH3:7])([CH3:6])[CH3:5])=[O:2])[CH2:9][CH2:10]2)=[N:20][CH:21]=1, predict the reactants needed to synthesize it. The reactants are: [C:1]([N:8]1[CH2:13][CH2:12][CH:11]([CH2:14][OH:15])[CH2:10][CH2:9]1)([O:3][C:4]([CH3:7])([CH3:6])[CH3:5])=[O:2].[H-].[Na+].Br[C:19]1[CH:24]=[CH:23][C:22]([Br:25])=[CH:21][N:20]=1. (5) The reactants are: C[Al](C)C.[CH:5]1([CH2:8][NH2:9])[CH2:7][CH2:6]1.C[O:11][C:12](=O)[C:13]1[CH:18]=[CH:17][C:16]([N:19]2[CH:23]=[C:22]([C:24]3[C:25]([C:33]4[CH:38]=[CH:37][CH:36]=[CH:35][CH:34]=4)=[N:26][O:27][C:28]=3[C:29]([F:32])([F:31])[F:30])[N:21]=[CH:20]2)=[CH:15][CH:14]=1.O. Given the product [CH:5]1([CH2:8][NH:9][C:12](=[O:11])[C:13]2[CH:18]=[CH:17][C:16]([N:19]3[CH:23]=[C:22]([C:24]4[C:25]([C:33]5[CH:34]=[CH:35][CH:36]=[CH:37][CH:38]=5)=[N:26][O:27][C:28]=4[C:29]([F:32])([F:31])[F:30])[N:21]=[CH:20]3)=[CH:15][CH:14]=2)[CH2:7][CH2:6]1, predict the reactants needed to synthesize it. (6) Given the product [CH2:1]([O:8][C:9]1[C:10]([Cl:19])=[CH:11][C:12]([Cl:18])=[C:13]([NH2:15])[CH:14]=1)[C:2]1[CH:3]=[CH:4][CH:5]=[CH:6][CH:7]=1, predict the reactants needed to synthesize it. The reactants are: [CH2:1]([O:8][C:9]1[CH:14]=[C:13]([N+:15]([O-])=O)[C:12]([Cl:18])=[CH:11][C:10]=1[Cl:19])[C:2]1[CH:7]=[CH:6][CH:5]=[CH:4][CH:3]=1.O. (7) The reactants are: [CH3:1][C:2]1([CH3:28])[NH:6][CH2:5][CH:4]([CH2:7][N:8]2[C:12]3[CH:13]=[CH:14][C:15]([C:17]4[CH:18]=[N:19][N:20]([CH:22]5[CH2:27][CH2:26][CH2:25][CH2:24][O:23]5)[CH:21]=4)=[CH:16][C:11]=3[N:10]=[CH:9]2)[CH2:3]1.[CH2:29](N1C(C)(C)CC(CN)C1)[C:30]1[CH:35]=[CH:34][CH:33]=[CH:32][CH:31]=1.BrC1C=CC(F)=C([N+]([O-])=O)C=1. Given the product [CH2:29]([N:6]1[C:2]([CH3:28])([CH3:1])[CH2:3][CH:4]([CH2:7][N:8]2[C:12]3[CH:13]=[CH:14][C:15]([C:17]4[CH:18]=[N:19][N:20]([CH:22]5[CH2:27][CH2:26][CH2:25][CH2:24][O:23]5)[CH:21]=4)=[CH:16][C:11]=3[N:10]=[CH:9]2)[CH2:5]1)[C:30]1[CH:35]=[CH:34][CH:33]=[CH:32][CH:31]=1, predict the reactants needed to synthesize it. (8) Given the product [CH2:14]([O:21][C:22]1[CH:30]=[CH:29][C:25]([C:26]([NH:7][C:4]2[CH:3]=[CH:2][C:1]([C:8]3[CH:13]=[CH:12][CH:11]=[CH:10][CH:9]=3)=[CH:6][CH:5]=2)=[O:27])=[CH:24][C:23]=1[NH:31][C:32]([C:34]1([N:37]2[CH2:42][CH2:41][O:40][CH2:39][CH2:38]2)[CH2:36][CH2:35]1)=[O:33])[C:15]1[CH:16]=[CH:17][CH:18]=[CH:19][CH:20]=1, predict the reactants needed to synthesize it. The reactants are: [C:1]1([C:8]2[CH:13]=[CH:12][CH:11]=[CH:10][CH:9]=2)[CH:6]=[CH:5][C:4]([NH2:7])=[CH:3][CH:2]=1.[CH2:14]([O:21][C:22]1[CH:30]=[CH:29][C:25]([C:26](O)=[O:27])=[CH:24][C:23]=1[NH:31][C:32]([C:34]1([N:37]2[CH2:42][CH2:41][O:40][CH2:39][CH2:38]2)[CH2:36][CH2:35]1)=[O:33])[C:15]1[CH:20]=[CH:19][CH:18]=[CH:17][CH:16]=1.F[P-](F)(F)(F)(F)F.N1(O[P+](N2CCCC2)(N2CCCC2)N2CCCC2)C2C=CC=CC=2N=N1.C(N(C(C)C)CC)(C)C. (9) Given the product [C:21]([C:18]1[CH:19]=[CH:20][C:15]([NH:14][C:13]([CH:9]2[CH2:10][CH2:11][CH2:12][NH:8]2)=[O:23])=[CH:16][CH:17]=1)#[N:22], predict the reactants needed to synthesize it. The reactants are: C(OC([N:8]1[CH2:12][CH2:11][CH2:10][CH:9]1[C:13](=[O:23])[NH:14][C:15]1[CH:20]=[CH:19][C:18]([C:21]#[N:22])=[CH:17][CH:16]=1)=O)(C)(C)C.